This data is from Reaction yield outcomes from USPTO patents with 853,638 reactions. The task is: Predict the reaction yield, written as a fraction of the theoretical maximum amount of product (1.0 means a 100% yield; for example, 0.34 means a 34% yield). (1) The reactants are [CH3:1][O:2][C:3]1[CH:41]=[CH:40][C:6]([CH2:7][N:8]([CH2:31][C:32]2[CH:37]=[CH:36][C:35]([O:38][CH3:39])=[CH:34][CH:33]=2)[C:9]2[N:14]=[C:13]([CH3:15])[N:12]=[C:11]([C:16]3[C:17]([NH:23][C:24]4[CH:25]=[CH:26][C:27]([NH2:30])=[N:28][CH:29]=4)=[N:18][CH:19]=[C:20]([Cl:22])[CH:21]=3)[N:10]=2)=[CH:5][CH:4]=1.N1C=CC=CC=1.[C:48](OC(=O)C)(=[O:50])[CH3:49]. The catalyst is CN(C=O)C. The product is [CH3:39][O:38][C:35]1[CH:34]=[CH:33][C:32]([CH2:31][N:8]([CH2:7][C:6]2[CH:5]=[CH:4][C:3]([O:2][CH3:1])=[CH:41][CH:40]=2)[C:9]2[N:14]=[C:13]([CH3:15])[N:12]=[C:11]([C:16]3[C:17]([NH:23][C:24]4[CH:25]=[CH:26][C:27]([NH:30][C:48](=[O:50])[CH3:49])=[N:28][CH:29]=4)=[N:18][CH:19]=[C:20]([Cl:22])[CH:21]=3)[N:10]=2)=[CH:37][CH:36]=1. The yield is 1.00. (2) The reactants are [CH3:1][N:2]([CH3:18])[CH2:3][CH2:4][N:5]1[CH2:10][CH2:9][C:8]2[NH:11][C:12]([CH:15]=O)=[C:13]([CH3:14])[C:7]=2[C:6]1=[O:17].[Cl:19][C:20]1[CH:21]=[C:22]([NH:27][C:28]2[C:29]3[CH2:36][C:35](=[O:37])[NH:34][C:30]=3[N:31]=[CH:32][N:33]=2)[CH:23]=[CH:24][C:25]=1[F:26]. No catalyst specified. The product is [Cl:19][C:20]1[CH:21]=[C:22]([NH:27][C:28]2[C:29]3[C:36](=[CH:15][C:12]4[NH:11][C:8]5[CH2:9][CH2:10][N:5]([CH2:4][CH2:3][N:2]([CH3:18])[CH3:1])[C:6](=[O:17])[C:7]=5[C:13]=4[CH3:14])[C:35](=[O:37])[NH:34][C:30]=3[N:31]=[CH:32][N:33]=2)[CH:23]=[CH:24][C:25]=1[F:26]. The yield is 0.615. (3) The reactants are [CH3:1][CH:2]1[N:15]2[C:6]([CH2:7][O:8][C:9]3[C:14]2=[CH:13][CH:12]=[C:11](B2OC(C)(C)C(C)(C)O2)[CH:10]=3)=[N:5][NH:4][C:3]1=[O:25].[C:26]([O:30][C:31]([N:33]1[CH2:38][CH2:37][N:36]([C:39]2[CH:44]=[CH:43][CH:42]=[C:41]([F:45])[C:40]=2Br)[CH2:35][CH2:34]1)=[O:32])([CH3:29])([CH3:28])[CH3:27].C(=O)([O-])[O-].[Na+].[Na+]. The catalyst is CCO.O.C1C=CC(P(C2C=CC=CC=2)[C-]2C=CC=C2)=CC=1.C1C=CC(P(C2C=CC=CC=2)[C-]2C=CC=C2)=CC=1.Cl[Pd]Cl.[Fe+2]. The product is [C:26]([O:30][C:31]([N:33]1[CH2:38][CH2:37][N:36]([C:39]2[CH:44]=[CH:43][CH:42]=[C:41]([F:45])[C:40]=2[C:11]2[CH:10]=[C:9]3[C:14]([N:15]4[C:6]([CH2:7][O:8]3)=[N:5][NH:4][C:3](=[O:25])[CH:2]4[CH3:1])=[CH:13][CH:12]=2)[CH2:35][CH2:34]1)=[O:32])([CH3:29])([CH3:27])[CH3:28]. The yield is 0.580.